Regression. Given two drug SMILES strings and cell line genomic features, predict the synergy score measuring deviation from expected non-interaction effect. From a dataset of NCI-60 drug combinations with 297,098 pairs across 59 cell lines. (1) Drug 1: C1=CC=C(C(=C1)C(C2=CC=C(C=C2)Cl)C(Cl)Cl)Cl. Drug 2: CCC1(C2=C(COC1=O)C(=O)N3CC4=CC5=C(C=CC(=C5CN(C)C)O)N=C4C3=C2)O.Cl. Cell line: UACC62. Synergy scores: CSS=52.2, Synergy_ZIP=3.09, Synergy_Bliss=2.13, Synergy_Loewe=-34.9, Synergy_HSA=3.47. (2) Drug 1: CS(=O)(=O)OCCCCOS(=O)(=O)C. Drug 2: COC1=C2C(=CC3=C1OC=C3)C=CC(=O)O2. Cell line: CAKI-1. Synergy scores: CSS=3.02, Synergy_ZIP=-1.77, Synergy_Bliss=0.309, Synergy_Loewe=-4.57, Synergy_HSA=-2.88. (3) Drug 1: COC1=CC(=CC(=C1O)OC)C2C3C(COC3=O)C(C4=CC5=C(C=C24)OCO5)OC6C(C(C7C(O6)COC(O7)C8=CC=CS8)O)O. Drug 2: COC1=C2C(=CC3=C1OC=C3)C=CC(=O)O2. Cell line: OVCAR-5. Synergy scores: CSS=24.6, Synergy_ZIP=-5.98, Synergy_Bliss=2.04, Synergy_Loewe=-14.2, Synergy_HSA=1.89. (4) Drug 1: CN1CCC(CC1)COC2=C(C=C3C(=C2)N=CN=C3NC4=C(C=C(C=C4)Br)F)OC. Drug 2: C1=CC=C(C=C1)NC(=O)CCCCCCC(=O)NO. Cell line: CAKI-1. Synergy scores: CSS=36.6, Synergy_ZIP=-13.0, Synergy_Bliss=-9.17, Synergy_Loewe=-7.21, Synergy_HSA=-5.18. (5) Drug 1: CC12CCC(CC1=CCC3C2CCC4(C3CC=C4C5=CN=CC=C5)C)O. Drug 2: C1=NC2=C(N=C(N=C2N1C3C(C(C(O3)CO)O)F)Cl)N. Cell line: SK-OV-3. Synergy scores: CSS=7.76, Synergy_ZIP=-2.05, Synergy_Bliss=-3.90, Synergy_Loewe=-22.7, Synergy_HSA=-4.54.